Dataset: Forward reaction prediction with 1.9M reactions from USPTO patents (1976-2016). Task: Predict the product of the given reaction. (1) Given the reactants B(F)(F)F.CCOCC.[F:10][C:11]1[CH:16]=[C:15]([F:17])[CH:14]=[CH:13][C:12]=1[C@:18]12[CH2:27][O:26][C@@H:25]([CH:28]([OH:34])[CH2:29][CH2:30][C:31]([CH3:33])=[CH2:32])[CH2:24][C@H:23]1[CH2:22][S:21][C:20]([NH:35][C:36](=[O:43])[C:37]1[CH:42]=[CH:41][CH:40]=[CH:39][CH:38]=1)=[N:19]2, predict the reaction product. The product is: [F:10][C:11]1[CH:16]=[C:15]([F:17])[CH:14]=[CH:13][C:12]=1[C@:18]12[CH2:27][O:26][C@@H:25]([CH:28]3[CH2:29][CH2:30][C:31]([CH3:33])([CH3:32])[O:34]3)[CH2:24][C@H:23]1[CH2:22][S:21][C:20]([NH:35][C:36](=[O:43])[C:37]1[CH:42]=[CH:41][CH:40]=[CH:39][CH:38]=1)=[N:19]2. (2) Given the reactants C([O:8][CH2:9][CH2:10][CH2:11][CH2:12][CH2:13][CH2:14][O:15][CH2:16][C:17]([C:20]1[CH:21]=[C:22]([N:26]2[C:30](=[O:31])[CH2:29][NH:28][C:27]2=[O:32])[CH:23]=[CH:24][CH:25]=1)([F:19])[F:18])C1C=CC=CC=1, predict the reaction product. The product is: [F:19][C:17]([C:20]1[CH:21]=[C:22]([N:26]2[C:30](=[O:31])[CH2:29][NH:28][C:27]2=[O:32])[CH:23]=[CH:24][CH:25]=1)([F:18])[CH2:16][O:15][CH2:14][CH2:13][CH2:12][CH2:11][CH2:10][CH2:9][OH:8]. (3) Given the reactants O1CCCCC1[N:7]1[C:11]([C:12]2[CH:17]=[CH:16][C:15]([CH3:18])=[CH:14][CH:13]=2)=[CH:10][C:9]([C:19]([NH:21][C:22]2[CH:26]=[C:25]([C:27]3[CH:32]=[CH:31][C:30]([CH3:33])=[CH:29][CH:28]=3)[N:24](C3CCCCO3)[N:23]=2)=O)=[N:8]1.CO.Cl, predict the reaction product. The product is: [C:30]1([CH3:33])[CH:31]=[CH:32][C:27]([C:25]2[NH:24][N:23]=[C:22]([NH:21][CH2:19][C:9]3[CH:10]=[C:11]([C:12]4[CH:17]=[CH:16][C:15]([CH3:18])=[CH:14][CH:13]=4)[NH:7][N:8]=3)[CH:26]=2)=[CH:28][CH:29]=1. (4) Given the reactants C([SiH2][O:6][C:7](C1C=CC=CC=1)(C1C=CC=CC=1)[C:8]1[C:9]([N:19]2[CH2:24][C@H:23]([CH3:25])[O:22][C@H:21]([CH3:26])[CH2:20]2)=[C:10]([F:18])[C:11]([F:17])=[C:12]([CH:16]=1)[C:13]([OH:15])=[O:14])(C)(C)C.Cl, predict the reaction product. The product is: [CH3:26][C@H:21]1[O:22][C@@H:23]([CH3:25])[CH2:24][N:19]([C:9]2[C:8]([CH2:7][OH:6])=[CH:16][C:12]([C:13]([OH:15])=[O:14])=[C:11]([F:17])[C:10]=2[F:18])[CH2:20]1. (5) Given the reactants CN(S(F)(F)[F:5])C.[C:8]([C:10]1[C:14]([S:15][C:16]([F:19])([F:18])[F:17])=[C:13]([CH2:20]O)[N:12]([C:22]2[C:27]([Cl:28])=[CH:26][C:25]([C:29]([F:32])([F:31])[F:30])=[CH:24][C:23]=2[Cl:33])[N:11]=1)#[N:9].O, predict the reaction product. The product is: [C:8]([C:10]1[C:14]([S:15][C:16]([F:19])([F:18])[F:17])=[C:13]([CH2:20][F:5])[N:12]([C:22]2[C:27]([Cl:28])=[CH:26][C:25]([C:29]([F:32])([F:31])[F:30])=[CH:24][C:23]=2[Cl:33])[N:11]=1)#[N:9]. (6) Given the reactants CCN(C(C)C)C(C)C.[O:10]=[C:11]([N:29]1[CH2:34][CH2:33][NH:32][CH2:31][CH2:30]1)[CH2:12][NH:13][C:14](=[O:28])[C:15]1[CH:20]=[CH:19][C:18]([O:21][C:22]2[CH:27]=[CH:26][CH:25]=[CH:24][CH:23]=2)=[CH:17][CH:16]=1.C1C=CC2N(O)N=NC=2C=1.CCN=C=NCCCN(C)C.Cl.[CH3:57][C:58]1[CH:62]=[CH:61][S:60][C:59]=1[C:63](O)=[O:64], predict the reaction product. The product is: [CH3:57][C:58]1[CH:62]=[CH:61][S:60][C:59]=1[C:63]([N:32]1[CH2:31][CH2:30][N:29]([C:11](=[O:10])[CH2:12][NH:13][C:14](=[O:28])[C:15]2[CH:16]=[CH:17][C:18]([O:21][C:22]3[CH:27]=[CH:26][CH:25]=[CH:24][CH:23]=3)=[CH:19][CH:20]=2)[CH2:34][CH2:33]1)=[O:64].